This data is from Forward reaction prediction with 1.9M reactions from USPTO patents (1976-2016). The task is: Predict the product of the given reaction. (1) Given the reactants [F:1][C:2]([F:29])([F:28])[CH:3]([C:19]1[CH:24]=[C:23]([Cl:25])[C:22]([Cl:26])=[C:21]([Cl:27])[CH:20]=1)/[CH:4]=[CH:5]/[C:6]1[CH:14]=[CH:13][C:9]([C:10](O)=[O:11])=[C:8]([C:15]([F:18])([F:17])[F:16])[CH:7]=1.[C:30]([O:34][C:35](=[O:41])[N:36]([CH2:38][CH2:39][NH2:40])[CH3:37])([CH3:33])([CH3:32])[CH3:31].O.N1(O)C2C=CC=CC=2N=N1.C(N(C(C)C)C(C)C)C, predict the reaction product. The product is: [CH3:37][N:36]([CH2:38][CH2:39][NH:40][C:10](=[O:11])[C:9]1[CH:13]=[CH:14][C:6](/[CH:5]=[CH:4]/[CH:3]([C:19]2[CH:20]=[C:21]([Cl:27])[C:22]([Cl:26])=[C:23]([Cl:25])[CH:24]=2)[C:2]([F:29])([F:1])[F:28])=[CH:7][C:8]=1[C:15]([F:16])([F:18])[F:17])[C:35](=[O:41])[O:34][C:30]([CH3:33])([CH3:31])[CH3:32]. (2) Given the reactants [NH2:1][C:2]1[CH:3]=[C:4]([CH:22]=[CH:23][CH:24]=1)[CH2:5][C:6]1[N:7]([C:11]2[CH:16]=[CH:15][N:14]=[C:13]([NH:17][CH2:18][C@@H:19]([OH:21])[CH3:20])[N:12]=2)[CH:8]=[CH:9][N:10]=1.[Cl:25][C:26]1[CH:31]=[CH:30][CH:29]=[C:28]([N:32]=[C:33]=[O:34])[CH:27]=1, predict the reaction product. The product is: [Cl:25][C:26]1[CH:27]=[C:28]([NH:32][C:33]([NH:1][C:2]2[CH:24]=[CH:23][CH:22]=[C:4]([CH2:5][C:6]3[N:7]([C:11]4[CH:16]=[CH:15][N:14]=[C:13]([NH:17][CH2:18][C@@H:19]([OH:21])[CH3:20])[N:12]=4)[CH:8]=[CH:9][N:10]=3)[CH:3]=2)=[O:34])[CH:29]=[CH:30][CH:31]=1. (3) Given the reactants [NH2:1][C@@H:2]1[CH2:8][CH2:7][CH2:6][C@H:5]([C:9]2[CH:14]=[CH:13][CH:12]=[CH:11][CH:10]=2)[N:4]([CH3:15])[C:3]1=[O:16].[F:17][C:18]1[CH:19]=[C:20]([CH2:25][C:26]([NH:28][C@H:29]([C:31](O)=[O:32])[CH3:30])=[O:27])[CH:21]=[C:22]([F:24])[CH:23]=1, predict the reaction product. The product is: [F:17][C:18]1[CH:19]=[C:20]([CH2:25][C:26]([NH:28][C@H:29]([C:31]([NH:1][C@@H:2]2[CH2:8][CH2:7][CH2:6][C@H:5]([C:9]3[CH:14]=[CH:13][CH:12]=[CH:11][CH:10]=3)[N:4]([CH3:15])[C:3]2=[O:16])=[O:32])[CH3:30])=[O:27])[CH:21]=[C:22]([F:24])[CH:23]=1. (4) Given the reactants [CH3:1][N:2]1[C:10]([CH:11]=O)=[N:9][C:8]2[C:3]1=[N:4][CH:5]=[N:6][C:7]=2[N:13]1[CH2:18][CH2:17][O:16][CH2:15][CH2:14]1.[NH:19]1[CH2:22][CH:21]([CH:23]([OH:27])[CH:24]([CH3:26])[CH3:25])[CH2:20]1.C(O[BH-](O[C:38](=O)[CH3:39])OC(=O)C)(=O)C.[Na+].Cl[CH2:43][CH2:44]Cl, predict the reaction product. The product is: [CH2:8]([C:3]1[N:2]([C:5]2[N:4]=[C:3]3[C:8]([N:9]=[C:10]([CH2:11][N:19]4[CH2:22][CH:21]([CH:23]([OH:27])[CH:24]([CH3:26])[CH3:25])[CH2:20]4)[N:2]3[CH3:1])=[C:7]([N:13]3[CH2:18][CH2:17][O:16][CH2:15][CH2:14]3)[N:6]=2)[C:10]2[CH:11]=[CH:43][CH:44]=[CH:39][C:38]=2[N:4]=1)[CH3:7]. (5) Given the reactants [F:1][C:2]1[C:3]([C:17]2[S:21][C:20]3[C:22](B4OC(C)(C)C(C)(C)O4)=[CH:23][CH:24]=[CH:25][C:19]=3[CH:18]=2)=[N:4][C:5]([NH:8][CH2:9][CH2:10][N:11]2[CH2:15][CH2:14][NH:13][C:12]2=[O:16])=[N:6][CH:7]=1.[F:35][C:36]1[N:41]=[CH:40][C:39]([CH2:42][OH:43])=[C:38](I)[CH:37]=1.C(P(C(C)(C)C)C1C=CC=CC=1C1C=CC=CC=1)(C)(C)C.C(=O)([O-])[O-].[Na+].[Na+], predict the reaction product. The product is: [F:1][C:2]1[C:3]([C:17]2[S:21][C:20]3[C:22]([C:38]4[C:39]([CH2:42][OH:43])=[CH:40][N:41]=[C:36]([F:35])[CH:37]=4)=[CH:23][CH:24]=[CH:25][C:19]=3[CH:18]=2)=[N:4][C:5]([NH:8][CH2:9][CH2:10][N:11]2[CH2:15][CH2:14][NH:13][C:12]2=[O:16])=[N:6][CH:7]=1.